Dataset: Full USPTO retrosynthesis dataset with 1.9M reactions from patents (1976-2016). Task: Predict the reactants needed to synthesize the given product. Given the product [CH2:1]([NH:8][C:9]1[N:13]([CH2:14][CH:15]([OH:25])[CH2:16][OH:17])[N:12]=[C:11]([Br:18])[C:10]=1[N+:19]([O-:21])=[O:20])[C:2]1[CH:3]=[CH:4][CH:5]=[CH:6][CH:7]=1.[ClH:22], predict the reactants needed to synthesize it. The reactants are: [CH2:1]([NH:8][C:9]1[N:13]([CH2:14][CH2:15][CH2:16][OH:17])[N:12]=[C:11]([Br:18])[C:10]=1[N+:19]([O-:21])=[O:20])[C:2]1[CH:7]=[CH:6][CH:5]=[CH:4][CH:3]=1.[ClH:22].CC[OH:25].